From a dataset of Full USPTO retrosynthesis dataset with 1.9M reactions from patents (1976-2016). Predict the reactants needed to synthesize the given product. (1) Given the product [CH3:1][C:2]([C:11]1[CH:16]=[CH:15][C:14]([N+:17]([O-:19])=[O:18])=[CH:13][CH:12]=1)([CH2:3][OH:4])[CH2:7][OH:8], predict the reactants needed to synthesize it. The reactants are: [CH3:1][C:2]([C:11]1[CH:16]=[CH:15][C:14]([N+:17]([O-:19])=[O:18])=[CH:13][CH:12]=1)([C:7](OC)=[O:8])[C:3](OC)=[O:4].[BH4-].[Na+]. (2) Given the product [F:54][C:55]1[CH:60]=[C:59]([F:61])[CH:58]=[CH:57][C:56]=1[NH:62][C:63]([NH:51][C:50]1[CH:49]=[CH:48][C:47]([C:44]2[S:43][C:42]([CH:39]3[CH2:40][CH2:41][N:36]([S:33]([CH3:32])(=[O:35])=[O:34])[CH2:37][CH2:38]3)=[N:46][CH:45]=2)=[CH:53][CH:52]=1)=[O:64], predict the reactants needed to synthesize it. The reactants are: FC(F)(F)C1C=C(NC(=O)NC2C=CC(C3SC(CCC(OC)=O)=NC=3)=CC=2)C=CC=1.[CH3:32][S:33]([N:36]1[CH2:41][CH2:40][CH:39]([C:42]2[S:43][C:44]([C:47]3[CH:53]=[CH:52][C:50]([NH2:51])=[CH:49][CH:48]=3)=[CH:45][N:46]=2)[CH2:38][CH2:37]1)(=[O:35])=[O:34].[F:54][C:55]1[CH:60]=[C:59]([F:61])[CH:58]=[CH:57][C:56]=1[N:62]=[C:63]=[O:64]. (3) The reactants are: [N:1]1(C(OC(C)(C)C)=O)[CH2:6][CH2:5][NH:4][CH2:3][CH2:2]1.CCN(C(C)C)C(C)C.[F:23][C:24]([F:37])([F:36])[O:25][C:26]1[CH:31]=[CH:30][C:29]([S:32](Cl)(=[O:34])=[O:33])=[CH:28][CH:27]=1. Given the product [F:37][C:24]([F:23])([F:36])[O:25][C:26]1[CH:31]=[CH:30][C:29]([S:32]([N:1]2[CH2:2][CH2:3][NH:4][CH2:5][CH2:6]2)(=[O:34])=[O:33])=[CH:28][CH:27]=1, predict the reactants needed to synthesize it. (4) Given the product [C:16]1([CH2:22][CH2:23][CH2:24][CH2:25][N:2]2[CH2:7][CH2:6][CH2:5][CH:4]([S:8][C:9]3[CH:14]=[CH:13][C:12]([OH:15])=[CH:11][CH:10]=3)[CH2:3]2)[CH:21]=[CH:20][CH:19]=[CH:18][CH:17]=1, predict the reactants needed to synthesize it. The reactants are: Br.[NH:2]1[CH2:7][CH2:6][CH2:5][CH:4]([S:8][C:9]2[CH:14]=[CH:13][C:12]([OH:15])=[CH:11][CH:10]=2)[CH2:3]1.[C:16]1([CH2:22][CH2:23][CH2:24][CH:25]=O)[CH:21]=[CH:20][CH:19]=[CH:18][CH:17]=1. (5) Given the product [CH2:19]([NH:21][S:14]([CH2:13][CH:12]([NH:11][C:9]([O:8][CH2:1][C:2]1[CH:7]=[CH:6][CH:5]=[CH:4][CH:3]=1)=[O:10])[CH3:18])(=[O:16])=[O:15])[CH3:20], predict the reactants needed to synthesize it. The reactants are: [CH2:1]([O:8][C:9]([NH:11][CH:12]([CH3:18])[CH2:13][S:14](Br)(=[O:16])=[O:15])=[O:10])[C:2]1[CH:7]=[CH:6][CH:5]=[CH:4][CH:3]=1.[CH2:19]([NH2:21])[CH3:20].Cl. (6) The reactants are: [Br-].[CH3:2][O:3][C:4]([C:6]1[C:7]([CH2:16][P+](C2C=CC=CC=2)(C2C=CC=CC=2)C2C=CC=CC=2)=[N:8][C:9]([C:12]([F:15])([F:14])[F:13])=[CH:10][CH:11]=1)=[O:5].[C:36](=O)([O-])[O-].[Na+].[Na+].C=O. Given the product [CH:16]([C:7]1[N:8]=[C:9]([C:12]([F:13])([F:14])[F:15])[CH:10]=[CH:11][C:6]=1[C:4]([O:3][CH3:2])=[O:5])=[CH2:36], predict the reactants needed to synthesize it. (7) Given the product [CH3:1][N:2]1[C:7](=[O:8])[C:6]2=[C:9]([S:36]([CH3:40])(=[O:38])=[O:35])[N:10]([CH2:12][C:13]3[CH:14]=[CH:15][C:16]([C:19]4[CH:24]=[CH:23][CH:22]=[C:21]([F:25])[N:20]=4)=[CH:17][CH:18]=3)[N:11]=[C:5]2[N:4]2[C@H:28]3[CH2:33][CH2:32][CH2:31][C@H:29]3[N:30]=[C:3]12, predict the reactants needed to synthesize it. The reactants are: [CH3:1][N:2]1[C:7](=[O:8])[C:6]2=[C:9](SC)[N:10]([CH2:12][C:13]3[CH:18]=[CH:17][C:16]([C:19]4[CH:24]=[CH:23][CH:22]=[C:21]([F:25])[N:20]=4)=[CH:15][CH:14]=3)[N:11]=[C:5]2[N:4]2[C@H:28]3[CH2:33][CH2:32][CH2:31][C@H:29]3[N:30]=[C:3]12.O[O:35][S:36]([O-:38])=O.[K+].[CH3:40]C#N.